Dataset: Catalyst prediction with 721,799 reactions and 888 catalyst types from USPTO. Task: Predict which catalyst facilitates the given reaction. (1) Reactant: [F:1][C:2]1[CH:3]=[C:4]([C:8]2[CH:9]=[C:10]3[C:14](=[C:15]([C:17]([NH2:19])=[O:18])[CH:16]=2)[NH:13][N:12]=[C:11]3[CH:20]2[CH2:25][CH2:24][NH:23][CH2:22][CH2:21]2)[CH:5]=[CH:6][CH:7]=1.[Cl:26][CH2:27][CH2:28][CH2:29][S:30](Cl)(=[O:32])=[O:31].C(N(CC)CC)C. Product: [Cl:26][CH2:27][CH2:28][CH2:29][S:30]([N:23]1[CH2:24][CH2:25][CH:20]([C:11]2[C:10]3[C:14](=[C:15]([C:17]([NH2:19])=[O:18])[CH:16]=[C:8]([C:4]4[CH:5]=[CH:6][CH:7]=[C:2]([F:1])[CH:3]=4)[CH:9]=3)[NH:13][N:12]=2)[CH2:21][CH2:22]1)(=[O:32])=[O:31]. The catalyst class is: 3. (2) Reactant: [CH3:1][O:2][C:3]1[CH:25]=[C:24]([O:26][CH3:27])[CH:23]=[CH:22][C:4]=1[CH2:5][N:6]1[C:12](=[O:13])[C:11]2[CH:14]=[C:15]([CH:18]([CH3:20])[CH3:19])[CH:16]=[CH:17][C:10]=2[NH:9][C:8](=O)[CH2:7]1.CN(C)C1C=CC(C)=CC=1.P(Cl)(Cl)([Cl:40])=O. Product: [Cl:40][C:8]1[CH2:7][N:6]([CH2:5][C:4]2[CH:22]=[CH:23][C:24]([O:26][CH3:27])=[CH:25][C:3]=2[O:2][CH3:1])[C:12](=[O:13])[C:11]2[CH:14]=[C:15]([CH:18]([CH3:20])[CH3:19])[CH:16]=[CH:17][C:10]=2[N:9]=1. The catalyst class is: 11. (3) Product: [CH:1]1([NH:8][C:14]([CH:13]2[CH2:12][CH2:11][CH2:10][CH2:18][CH2:17]2)=[O:15])[CH2:6][CH2:5][CH:4]([NH:7][C:27]([CH:21]2[CH2:26][CH2:25][CH2:24][CH2:23][CH2:22]2)=[O:28])[CH2:3][CH2:2]1. Reactant: [C@H:1]1([NH2:8])[CH2:6][CH2:5][C@H:4]([NH2:7])[CH2:3][CH2:2]1.C(Cl)(=O)[C:10]1[CH:18]=[CH:17][C:13]([C:14](Cl)=[O:15])=[CH:12][CH:11]=1.[CH:21]1([C:27](Cl)=[O:28])[CH2:26][CH2:25][CH2:24][CH2:23][CH2:22]1. The catalyst class is: 66.